Dataset: Catalyst prediction with 721,799 reactions and 888 catalyst types from USPTO. Task: Predict which catalyst facilitates the given reaction. (1) Reactant: [CH3:1][N:2]1[C:6]([N:7]2[C:11]3=[N:12][CH:13]=[CH:14][CH:15]=[C:10]3[CH:9]=[CH:8]2)=[C:5](/[CH:16]=[CH:17]/[C:18]([O:20][CH2:21][CH3:22])=[O:19])[C:4]([CH3:23])=[N:3]1.[H][H]. Product: [CH3:1][N:2]1[C:6]([N:7]2[C:11]3=[N:12][CH:13]=[CH:14][CH:15]=[C:10]3[CH:9]=[CH:8]2)=[C:5]([CH2:16][CH2:17][C:18]([O:20][CH2:21][CH3:22])=[O:19])[C:4]([CH3:23])=[N:3]1. The catalyst class is: 178. (2) Reactant: [Cl:1][C:2]1[CH:3]=[CH:4][C:5]([O:21][CH2:22][CH:23]([CH3:25])[CH3:24])=[C:6]([C:8]([F:20])([F:19])[C:9]2[S:10][CH:11]=[C:12]([C:14]([O:16]CC)=[O:15])[N:13]=2)[CH:7]=1.[OH-].[Na+]. Product: [Cl:1][C:2]1[CH:3]=[CH:4][C:5]([O:21][CH2:22][CH:23]([CH3:25])[CH3:24])=[C:6]([C:8]([F:19])([F:20])[C:9]2[S:10][CH:11]=[C:12]([C:14]([OH:16])=[O:15])[N:13]=2)[CH:7]=1. The catalyst class is: 14. (3) The catalyst class is: 6. Reactant: Cl.[C:2]([O:10][NH2:11])(=[O:9])[C:3]1[CH:8]=[CH:7][CH:6]=[CH:5][CH:4]=1.C(=O)(O)[O-].[Na+]. Product: [C:2]([O:10][NH2:11])(=[O:9])[C:3]1[CH:8]=[CH:7][CH:6]=[CH:5][CH:4]=1. (4) Reactant: C(OC([N:8]1[C:16]2[C:11](=[CH:12][C:13]3[CH2:21][CH2:20][N:19]([CH2:22][C:23]4[CH:28]=[CH:27][C:26]([F:29])=[CH:25][CH:24]=4)[C:18](=[O:30])[NH:17][C:14]=3[CH:15]=2)[C:10](I)=[N:9]1)=O)(C)(C)C.B(O)(O)[C:33]1[CH:38]=[N:37][C:36]([O:39][CH3:40])=[N:35][CH:34]=1.C([O-])([O-])=O.[K+].[K+]. Product: [F:29][C:26]1[CH:25]=[CH:24][C:23]([CH2:22][N:19]2[CH2:20][CH2:21][C:13]3[CH:12]=[C:11]4[C:16](=[CH:15][C:14]=3[NH:17][C:18]2=[O:30])[NH:8][N:9]=[C:10]4[C:33]2[CH:34]=[N:35][C:36]([O:39][CH3:40])=[N:37][CH:38]=2)=[CH:28][CH:27]=1. The catalyst class is: 117. (5) Reactant: [CH:1]1[C:6]([C:7]2[CH:8]=[CH:9][C:10]([F:14])=[CH:11][C:12]=2[F:13])=[CH:5][C:4]([C:15]([OH:17])=[O:16])=[C:3]([OH:18])[CH:2]=1.Cl.CN(C)[CH2:22][CH2:23]CN=C=N.O.ON1C2C=CC=CC=2N=N1.C(O)C. Product: [F:13][C:12]1[CH:11]=[C:10]([F:14])[CH:9]=[CH:8][C:7]=1[C:6]1[CH:5]=[C:4]([C:15]([O:17][CH2:22][CH3:23])=[O:16])[C:3]([OH:18])=[CH:2][CH:1]=1. The catalyst class is: 35. (6) Reactant: [N:1]1[CH:6]=[CH:5][CH:4]=[C:3]([NH:7][C:8]([NH2:10])=[S:9])[CH:2]=1.[O-]CC.[Na+].[C:15]([CH2:17][C:18](OCC)=[O:19])#[N:16]. Product: [NH2:16][C:15]1[N:7]([C:3]2[CH:2]=[N:1][CH:6]=[CH:5][CH:4]=2)[C:8](=[S:9])[NH:10][C:18](=[O:19])[CH:17]=1. The catalyst class is: 8.